From a dataset of Catalyst prediction with 721,799 reactions and 888 catalyst types from USPTO. Predict which catalyst facilitates the given reaction. (1) Reactant: Cl[C:2]1[N:7]=[C:6]([N:8]2[CH2:13][CH2:12][O:11][CH2:10][CH2:9]2)[N:5]=[C:4]([N:14]2[C:18]3[CH:19]=[CH:20][CH:21]=[C:22]([O:23][CH3:24])[C:17]=3[N:16]=[C:15]2[CH:25]([F:27])[F:26])[N:3]=1.[NH2:28][CH:29]1[CH2:34][CH2:33][N:32]([C:35]([O:37][C:38]([CH3:41])([CH3:40])[CH3:39])=[O:36])[CH2:31][CH2:30]1.CCN(C(C)C)C(C)C. Product: [F:26][CH:25]([F:27])[C:15]1[N:14]([C:4]2[N:5]=[C:6]([N:8]3[CH2:13][CH2:12][O:11][CH2:10][CH2:9]3)[N:7]=[C:2]([NH:28][CH:29]3[CH2:30][CH2:31][N:32]([C:35]([O:37][C:38]([CH3:41])([CH3:40])[CH3:39])=[O:36])[CH2:33][CH2:34]3)[N:3]=2)[C:18]2[CH:19]=[CH:20][CH:21]=[C:22]([O:23][CH3:24])[C:17]=2[N:16]=1. The catalyst class is: 1. (2) Reactant: [CH3:1][O:2][C:3]([C:5]1([O:13][C@@H:12]([C@@H:14]([C@@H:16]([CH2:18][OH:19])[OH:17])[OH:15])[C@:10]([NH:20][C:21](=[O:27])[CH2:22][CH2:23][C:24](=[O:26])[CH3:25])([NH2:11])[C@@H:8]([OH:9])[CH:7]1C1C=CC=CC=1)S)=[O:4].C1C(=O)N(Br)C(=[O:37])C1. Product: [CH3:1][O:2][C:3]([C:5]1([O:13][C@@H:12]([C@@H:14]([C@@H:16]([CH2:18][OH:19])[OH:17])[OH:15])[C@:10]([NH:20][C:21](=[O:27])[CH2:22][CH2:23][C:24](=[O:26])[CH3:25])([NH2:11])[C@@H:8]([OH:9])[CH2:7]1)[OH:37])=[O:4]. The catalyst class is: 95.